This data is from Catalyst prediction with 721,799 reactions and 888 catalyst types from USPTO. The task is: Predict which catalyst facilitates the given reaction. (1) Reactant: Br[C:2]1[N:7]=[CH:6][C:5]([CH:8]=[O:9])=[CH:4][CH:3]=1.[Cl:10][C:11]1[N:16]=[CH:15][C:14]([OH:17])=[CH:13][CH:12]=1.C([O-])([O-])=O.[K+].[K+]. Product: [Cl:10][C:11]1[N:16]=[CH:15][C:14]([O:17][C:2]2[N:7]=[CH:6][C:5]([CH:8]=[O:9])=[CH:4][CH:3]=2)=[CH:13][CH:12]=1. The catalyst class is: 3. (2) Reactant: Cl[CH2:2][CH2:3][CH2:4][CH2:5][N:6]1[C:10]2[CH:11]=[CH:12][CH:13]=[CH:14][C:9]=2[N:8]=[N:7]1.[F:15][C:16]([F:30])([F:29])[C:17]1[CH:18]=[C:19]([CH:23]2[CH2:28][CH2:27]CN[CH2:24]2)[CH:20]=[CH:21][CH:22]=1.[CH:31]([N:34](C(C)C)CC)(C)C.[I-].[K+]. Product: [N:6]1([CH2:5][CH2:4][CH2:3][CH2:2][N:34]2[CH2:31][CH2:24][CH:23]([C:19]3[CH:20]=[CH:21][CH:22]=[C:17]([C:16]([F:15])([F:29])[F:30])[CH:18]=3)[CH2:28][CH2:27]2)[C:10]2[CH:11]=[CH:12][CH:13]=[CH:14][C:9]=2[N:8]=[N:7]1. The catalyst class is: 10.